This data is from Reaction yield outcomes from USPTO patents with 853,638 reactions. The task is: Predict the reaction yield, written as a fraction of the theoretical maximum amount of product (1.0 means a 100% yield; for example, 0.34 means a 34% yield). (1) The reactants are [CH2:1]([O:3][C:4]1[N:9]=[N:8][C:7]([C:10]([OH:12])=O)=[CH:6][CH:5]=1)[CH3:2].C1N=CN(C(N2C=NC=C2)=O)C=1.Cl.[NH2:26][CH2:27][C:28]1[CH:29]=[C:30]2[C:34](=[CH:35][CH:36]=1)[C:33](=[O:37])[N:32]([C:38]1([CH3:46])[CH2:43][CH2:42][C:41](=[O:44])[NH:40][C:39]1=[O:45])[C:31]2=[O:47].O. The catalyst is CN(C)C=O. The product is [CH3:46][C:38]1([N:32]2[C:31](=[O:47])[C:30]3[C:34](=[CH:35][CH:36]=[C:28]([CH2:27][NH:26][C:10]([C:7]4[N:8]=[N:9][C:4]([O:3][CH2:1][CH3:2])=[CH:5][CH:6]=4)=[O:12])[CH:29]=3)[C:33]2=[O:37])[CH2:43][CH2:42][C:41](=[O:44])[NH:40][C:39]1=[O:45]. The yield is 0.600. (2) The reactants are [I:1][C:2]1[CH:3]=[C:4]([C:12]2[N:16]=[C:15]([C:17]3[CH:18]=[CH:19][C:20]([O:25][CH2:26][CH2:27][CH3:28])=[C:21]([CH:24]=3)[C:22]#[N:23])[O:14][N:13]=2)[CH:5]=[CH:6][C:7]=1[O:8]C(C)C.ClC1C=C(C2ON=C(C3C=CC(OC(C)C)=C(I)C=3)N=2)C=CC=1OCCC. No catalyst specified. The product is [OH:8][C:7]1[CH:6]=[CH:5][C:4]([C:12]2[N:16]=[C:15]([C:17]3[CH:18]=[CH:19][C:20]([O:25][CH2:26][CH2:27][CH3:28])=[C:21]([CH:24]=3)[C:22]#[N:23])[O:14][N:13]=2)=[CH:3][C:2]=1[I:1]. The yield is 0.740. (3) The reactants are [CH3:1][C:2]([CH3:29])([CH3:28])[CH2:3][N:4]([CH3:27])[C:5]1[C:10]([N+:11]([O-])=O)=[C:9]([NH:14][C:15]2[CH:20]=[C:19]([C:21]3[NH:25][CH:24]=[N:23][N:22]=3)[CH:18]=[CH:17][C:16]=2[CH3:26])[N:8]=[CH:7][N:6]=1. The catalyst is CO.[Pd]. The product is [CH3:1][C:2]([CH3:29])([CH3:28])[CH2:3][N:4]([CH3:27])[C:5]1[C:10]([NH2:11])=[C:9]([NH:14][C:15]2[CH:20]=[C:19]([C:21]3[NH:25][CH:24]=[N:23][N:22]=3)[CH:18]=[CH:17][C:16]=2[CH3:26])[N:8]=[CH:7][N:6]=1. The yield is 0.250. (4) The reactants are [ClH:1].[NH2:2][C:3](=[O:33])[C@@H:4]([NH:11][C:12](=[O:32])[CH2:13][C:14]([NH:16][C:17]1[CH:22]=[CH:21][C:20]([O:23][C:24]2[CH:29]=[CH:28][N:27]=[C:26]([NH2:30])[CH:25]=2)=[C:19]([F:31])[CH:18]=1)=[O:15])[C:5]1[CH:10]=[CH:9][CH:8]=[CH:7][CH:6]=1.Cl.N[C@H](C1C=CC=CC=1)C(N)=O. No catalyst specified. The product is [ClH:1].[NH2:2][C:3](=[O:33])[C@H:4]([NH:11][C:12](=[O:32])[CH2:13][C:14]([NH:16][C:17]1[CH:22]=[CH:21][C:20]([O:23][C:24]2[CH:29]=[CH:28][N:27]=[C:26]([NH2:30])[CH:25]=2)=[C:19]([F:31])[CH:18]=1)=[O:15])[C:5]1[CH:6]=[CH:7][CH:8]=[CH:9][CH:10]=1. The yield is 0.300. (5) The reactants are COC1C=CC([CH2:7][N:8](C)[CH:9]2[CH2:14][CH2:13][N:12]([C:15]3[CH:20]=[CH:19][N:18]=[CH:17][CH:16]=3)[CH2:11][C:10]2([CH3:22])[CH3:21])=CC=1. The catalyst is CO.[OH-].[OH-].[Pd+2]. The product is [CH3:7][NH:8][CH:9]1[CH2:14][CH2:13][N:12]([C:15]2[CH:16]=[CH:17][N:18]=[CH:19][CH:20]=2)[CH2:11][C:10]1([CH3:22])[CH3:21]. The yield is 0.920. (6) The catalyst is O.[Cu]I.CS(C)=O. The yield is 0.452. The product is [F:1][C:2]1[CH:10]=[CH:9][C:8]2[N:7]([CH2:11][C:12]3[CH:13]=[CH:14][C:15]([O:18][CH3:19])=[CH:16][CH:17]=3)[C:6]3[CH:20]=[CH:21][N:22]([C:26]4[CH:27]=[N:28][CH:29]=[CH:30][C:31]=4[C:32]([F:35])([F:34])[F:33])[C:23](=[O:24])[C:5]=3[C:4]=2[CH:3]=1. The reactants are [F:1][C:2]1[CH:10]=[CH:9][C:8]2[N:7]([CH2:11][C:12]3[CH:17]=[CH:16][C:15]([O:18][CH3:19])=[CH:14][CH:13]=3)[C:6]3[CH:20]=[CH:21][NH:22][C:23](=[O:24])[C:5]=3[C:4]=2[CH:3]=1.Br[C:26]1[CH:27]=[N:28][CH:29]=[CH:30][C:31]=1[C:32]([F:35])([F:34])[F:33].OC1C=CC=C2C=1N=CC=C2.C([O-])([O-])=O.[K+].[K+].N. (7) The reactants are [Cl:1][C:2]1[CH:3]=[C:4]([CH:18]=[CH:19][C:20]=1[Cl:21])[CH2:5][NH:6][C:7]1[C:8]([CH3:17])=[CH:9][C:10]2[N:11]([C:13](I)=[CH:14][N:15]=2)[N:12]=1.[C:22]1([C:28]#[CH:29])[CH:27]=[CH:26][CH:25]=[CH:24][CH:23]=1.[I-].C(N(CC)CC)C. The catalyst is CN(C)C=O.Cl[Pd](Cl)([P](C1C=CC=CC=1)(C1C=CC=CC=1)C1C=CC=CC=1)[P](C1C=CC=CC=1)(C1C=CC=CC=1)C1C=CC=CC=1.O. The product is [Cl:1][C:2]1[CH:3]=[C:4]([CH:18]=[CH:19][C:20]=1[Cl:21])[CH2:5][NH:6][C:7]1[C:8]([CH3:17])=[CH:9][C:10]2[N:11]([C:13]([C:29]#[C:28][C:22]3[CH:27]=[CH:26][CH:25]=[CH:24][CH:23]=3)=[CH:14][N:15]=2)[N:12]=1. The yield is 0.400. (8) The reactants are [Br:1][C:2]1[CH:3]=[C:4]([CH2:8][N:9](C(OC(C)(C)C)=O)C(OC(C)(C)C)=O)[CH:5]=[N:6][CH:7]=1.FC(F)(F)C(O)=O.ClCCl. The catalyst is CO. The product is [Br:1][C:2]1[CH:3]=[C:4]([CH2:8][NH2:9])[CH:5]=[N:6][CH:7]=1. The yield is 0.880. (9) The reactants are [OH-].[Na+].[Cl:3][C:4]1[N:9]=[C:8]([N:10]2[CH2:15][CH2:14][O:13][CH2:12][C@H:11]2[CH3:16])[CH:7]=[C:6]([CH2:17][S:18]([CH3:20])=[O:19])[N:5]=1.Br[CH2:22][CH2:23][O:24][CH2:25][CH2:26]Br. The catalyst is [Br-].C([N+](CCCCCCCC)(CCCCCCCC)CCCCCCCC)CCCCCCC.CN1C2C(N=C(N)NC=2NCC1CNC1C=CC(C(NC(C(O)=O)CCC(O)=O)=O)=CC=1)=O. The product is [Cl:3][C:4]1[N:9]=[C:8]([N:10]2[CH2:15][CH2:14][O:13][CH2:12][C@H:11]2[CH3:16])[CH:7]=[C:6]([C:17]2([S:18]([CH3:20])=[O:19])[CH2:26][CH2:25][O:24][CH2:23][CH2:22]2)[N:5]=1. The yield is 0.500. (10) The reactants are N1CCCCC1.[CH3:7][O:8][C:9]1[CH:16]=[CH:15][C:12]([CH:13]=O)=[CH:11][C:10]=1[O:17][CH2:18][C:19]#[C:20][CH2:21][CH3:22].C([CH2:26][C:27]([NH:29][C:30]1[CH:38]=[CH:37][CH:36]=[CH:35][C:31]=1[C:32]([OH:34])=[O:33])=[O:28])(O)=O.CC(O)=O. The catalyst is C1(C)C=CC=CC=1. The product is [CH3:7][O:8][C:9]1[CH:16]=[CH:15][C:12](/[CH:13]=[CH:26]/[C:27]([NH:29][C:30]2[CH:38]=[CH:37][CH:36]=[CH:35][C:31]=2[C:32]([OH:34])=[O:33])=[O:28])=[CH:11][C:10]=1[O:17][CH2:18][C:19]#[C:20][CH2:21][CH3:22]. The yield is 0.600.